From a dataset of Forward reaction prediction with 1.9M reactions from USPTO patents (1976-2016). Predict the product of the given reaction. (1) Given the reactants Cl[C:2]1[N:7]=[CH:6][N:5]=[C:4]([N:8]2[CH2:13][CH2:12][N:11]([C:14]([O:16][C:17]([CH3:20])([CH3:19])[CH3:18])=[O:15])[CH2:10][CH2:9]2)[CH:3]=1.[F:21][C:22]1[CH:23]=[C:24](OB(O)O)[CH:25]=[CH:26][CH:27]=1.C(=O)([O-])[O-].[Na+].[Na+].C1(C)C=CC=CC=1, predict the reaction product. The product is: [F:21][C:22]1[CH:27]=[C:26]([C:2]2[N:7]=[CH:6][N:5]=[C:4]([N:8]3[CH2:13][CH2:12][N:11]([C:14]([O:16][C:17]([CH3:20])([CH3:19])[CH3:18])=[O:15])[CH2:10][CH2:9]3)[CH:3]=2)[CH:25]=[CH:24][CH:23]=1. (2) Given the reactants [C:1]([O:5][C:6]([N:8]1[CH2:17][C:16]2[N:12]([C:13]([CH:18]3[CH2:23][CH2:22][C:21](=[O:24])[CH2:20][CH2:19]3)=[N:14][N:15]=2)[C:11]2[CH:25]=[CH:26][C:27]([Cl:29])=[CH:28][C:10]=2[CH2:9]1)=[O:7])([CH3:4])([CH3:3])[CH3:2].[C:30]1([CH3:38])[CH:35]=[CH:34][CH:33]=[CH:32][C:31]=1[Mg]Cl, predict the reaction product. The product is: [C:1]([O:5][C:6]([N:8]1[CH2:17][C:16]2[N:12]([C:13]([CH:18]3[CH2:19][CH2:20][C:21]([OH:24])([C:31]4[CH:32]=[CH:33][CH:34]=[CH:35][C:30]=4[CH3:38])[CH2:22][CH2:23]3)=[N:14][N:15]=2)[C:11]2[CH:25]=[CH:26][C:27]([Cl:29])=[CH:28][C:10]=2[CH2:9]1)=[O:7])([CH3:4])([CH3:2])[CH3:3]. (3) Given the reactants [BH4-].[Na+].[Cl-].[Ca+2].[Cl-].[C:6]([C:8]1[CH:13]=[CH:12][CH:11]=[CH:10][C:9]=1[C:14]1[CH:19]=[CH:18][C:17]([CH2:20][C:21]2[C:26](=[O:27])[N:25]([C:28]3[CH:43]=[CH:42][C:31]([O:32][C:33]4([C:37](OCC)=[O:38])[CH2:36][CH2:35][CH2:34]4)=[CH:30][CH:29]=3)[C:24]([CH2:44][CH3:45])=[N:23][C:22]=2[CH2:46][CH2:47][CH3:48])=[CH:16][CH:15]=1)#[N:7], predict the reaction product. The product is: [CH2:44]([C:24]1[N:25]([C:28]2[CH:43]=[CH:42][C:31]([O:32][C:33]3([CH2:37][OH:38])[CH2:34][CH2:35][CH2:36]3)=[CH:30][CH:29]=2)[C:26](=[O:27])[C:21]([CH2:20][C:17]2[CH:16]=[CH:15][C:14]([C:9]3[C:8]([C:6]#[N:7])=[CH:13][CH:12]=[CH:11][CH:10]=3)=[CH:19][CH:18]=2)=[C:22]([CH2:46][CH2:47][CH3:48])[N:23]=1)[CH3:45]. (4) Given the reactants [Br:1][C:2]1[C:11]2[C:6](=[CH:7][C:8]([Br:12])=[CH:9][CH:10]=2)[CH:5]=[C:4]([C:13](O)=O)[C:3]=1[OH:16].Br[C:18]1[CH:23]=[CH:22][C:21](C)=[CH:20][CH:19]=1.Br[C:26]1[CH:31]=[CH:30][CH:29]=[CH:28][CH:27]=1, predict the reaction product. The product is: [Br:1][C:2]1[C:11]2[C:6](=[CH:7][C:8]([Br:12])=[CH:9][CH:10]=2)[CH:5]=[C:4]([CH2:13][C:18]2[CH:23]=[CH:22][CH:21]=[CH:20][CH:19]=2)[C:3]=1[O:16][CH3:26].[Br:1][C:2]1[C:11]2[C:6](=[CH:7][C:8]([Br:12])=[CH:9][CH:10]=2)[CH:5]=[C:4]([CH2:13][C:26]2[CH:31]=[CH:30][CH:29]=[CH:28][CH:27]=2)[C:3]=1[OH:16]. (5) Given the reactants [NH2:1][C:2]1[N:6]([C:7]2[C:12]([Cl:13])=[CH:11][C:10]([C:14]([F:17])([F:16])[F:15])=[CH:9][C:8]=2[Cl:18])[N:5]=[C:4]([C:19]#[N:20])[C:3]=1[C:21]1([C:24]([NH2:26])=O)[CH2:23][CH2:22]1.COC1C=CC(P2(SP(C3C=CC(OC)=CC=3)(=S)S2)=[S:36])=CC=1, predict the reaction product. The product is: [NH2:1][C:2]1[N:6]([C:7]2[C:12]([Cl:13])=[CH:11][C:10]([C:14]([F:17])([F:16])[F:15])=[CH:9][C:8]=2[Cl:18])[N:5]=[C:4]([C:19]#[N:20])[C:3]=1[C:21]1([C:24](=[S:36])[NH2:26])[CH2:23][CH2:22]1. (6) Given the reactants [NH2:1][C:2]1[CH:3]=[C:4]([CH:14]=[CH:15][C:16]=1[F:17])[C:5]([NH:7][C:8]1[CH:13]=[CH:12][CH:11]=[CH:10][CH:9]=1)=[O:6].[Cl:18][C:19]1[CH:20]=[C:21]([N:26]=[C:27]=[S:28])[CH:22]=[C:23]([Cl:25])[CH:24]=1, predict the reaction product. The product is: [Cl:18][C:19]1[CH:20]=[C:21]([NH:26][C:27](=[S:28])[NH:1][C:2]2[CH:3]=[C:4]([CH:14]=[CH:15][C:16]=2[F:17])[C:5]([NH:7][C:8]2[CH:13]=[CH:12][CH:11]=[CH:10][CH:9]=2)=[O:6])[CH:22]=[C:23]([Cl:25])[CH:24]=1.